From a dataset of Peptide-MHC class I binding affinity with 185,985 pairs from IEDB/IMGT. Regression. Given a peptide amino acid sequence and an MHC pseudo amino acid sequence, predict their binding affinity value. This is MHC class I binding data. (1) The peptide sequence is RLITANPVV. The MHC is HLA-A02:01 with pseudo-sequence HLA-A02:01. The binding affinity (normalized) is 0.675. (2) The peptide sequence is FSSQLGLFY. The MHC is HLA-B15:01 with pseudo-sequence HLA-B15:01. The binding affinity (normalized) is 0.664. (3) The peptide sequence is SSGLSRYVA. The MHC is Patr-A0101 with pseudo-sequence Patr-A0101. The binding affinity (normalized) is 0. (4) The peptide sequence is FSDGTWRDEY. The MHC is HLA-A23:01 with pseudo-sequence HLA-A23:01. The binding affinity (normalized) is 0.